Dataset: Forward reaction prediction with 1.9M reactions from USPTO patents (1976-2016). Task: Predict the product of the given reaction. (1) Given the reactants [Cl:1][C:2]1[CH:3]=[C:4]([C@@H:12]([CH2:23][CH:24]2[CH2:29][CH2:28][C:27](=[O:30])[CH2:26][CH2:25]2)[C:13]([NH:15][C:16]2[CH:21]=[N:20][C:19]([Cl:22])=[CH:18][N:17]=2)=[O:14])[CH:5]=[CH:6][C:7]=1[S:8]([CH3:11])(=[O:10])=[O:9].[BH4-].[Na+], predict the reaction product. The product is: [Cl:1][C:2]1[CH:3]=[C:4]([C@@H:12]([CH2:23][CH:24]2[CH2:25][CH2:26][CH:27]([OH:30])[CH2:28][CH2:29]2)[C:13]([NH:15][C:16]2[CH:21]=[N:20][C:19]([Cl:22])=[CH:18][N:17]=2)=[O:14])[CH:5]=[CH:6][C:7]=1[S:8]([CH3:11])(=[O:9])=[O:10]. (2) Given the reactants [O:1]1[CH2:6][CH2:5][C:4](=O)[CH2:3][CH2:2]1.[C-]#[N:9].[Na+].[OH-].[Na+].Cl.[CH3:26][C:25]([O:24][C:22](O[C:22]([O:24][C:25]([CH3:28])([CH3:27])[CH3:26])=[O:23])=[O:23])([CH3:28])[CH3:27].[C:29]([O:32]CC)(=[O:31])C, predict the reaction product. The product is: [C:25]([O:24][C:22]([NH:9][C:4]1([C:29]([OH:32])=[O:31])[CH2:5][CH2:6][O:1][CH2:2][CH2:3]1)=[O:23])([CH3:26])([CH3:27])[CH3:28]. (3) The product is: [CH3:27][O:11][C:10](=[O:12])[C:9]1[CH:13]=[CH:14][N:15]=[C:7]([N:6]2[C:2](=[O:1])[C:3]([C:16]3[CH:17]=[N:18][CH:19]=[CH:20][CH:21]=3)=[CH:4][NH:5]2)[CH:8]=1. Given the reactants [O:1]=[C:2]1[N:6]([C:7]2[CH:8]=[C:9]([CH:13]=[CH:14][N:15]=2)[C:10]([OH:12])=[O:11])[NH:5][CH:4]=[C:3]1[C:16]1[CH:17]=[N:18][CH:19]=[CH:20][CH:21]=1.S(=O)(=O)(O)O.[CH3:27]O, predict the reaction product. (4) Given the reactants [CH2:1]([O:3][C:4](=[O:31])[CH2:5][CH:6]([C:24]1[CH:25]=[N:26][C:27]([CH3:30])=[N:28][CH:29]=1)[CH2:7][CH:8]=[CH:9][C:10](=[O:23])[CH2:11][CH2:12][C:13]1[CH:22]=[CH:21][C:20]2[CH2:19][CH2:18][CH2:17][NH:16][C:15]=2[N:14]=1)[CH3:2].[H][H], predict the reaction product. The product is: [CH2:1]([O:3][C:4](=[O:31])[CH2:5][CH:6]([C:24]1[CH:25]=[N:26][C:27]([CH3:30])=[N:28][CH:29]=1)[CH2:7][CH2:8][CH2:9][C:10](=[O:23])[CH2:11][CH2:12][C:13]1[CH:22]=[CH:21][C:20]2[CH2:19][CH2:18][CH2:17][NH:16][C:15]=2[N:14]=1)[CH3:2]. (5) Given the reactants [OH:1][CH2:2][CH2:3][O:4][C:5]1[CH:6]=[C:7]([C:11]2[CH:19]=[CH:18][CH:17]=[C:16]3[C:12]=2[CH2:13][C:14](=[O:20])[NH:15]3)[CH:8]=[CH:9][CH:10]=1.[N:21]1([CH2:26][CH2:27][NH:28][C:29]([C:31]2[C:35]([CH3:36])=[C:34]([CH:37]=O)[NH:33][C:32]=2[CH3:39])=[O:30])[CH2:25][CH2:24][CH2:23][CH2:22]1, predict the reaction product. The product is: [N:21]1([CH2:26][CH2:27][NH:28][C:29]([C:31]2[C:35]([CH3:36])=[C:34](/[CH:37]=[C:13]3\[C:14](=[O:20])[NH:15][C:16]4[C:12]\3=[C:11]([C:7]3[CH:8]=[CH:9][CH:10]=[C:5]([O:4][CH2:3][CH2:2][OH:1])[CH:6]=3)[CH:19]=[CH:18][CH:17]=4)[NH:33][C:32]=2[CH3:39])=[O:30])[CH2:25][CH2:24][CH2:23][CH2:22]1. (6) Given the reactants [C:1]([N:9]1[CH2:14][CH2:13][CH:12]([C:15]([OH:17])=O)[CH2:11][CH2:10]1)(=[O:8])[C:2]1[CH:7]=[CH:6][CH:5]=[CH:4][CH:3]=1.S(Cl)(Cl)=O.[F:22][C:23]1[CH:28]=[C:27]([F:29])[CH:26]=[CH:25][CH:24]=1.[Cl-].[Al+3].[Cl-].[Cl-].Cl, predict the reaction product. The product is: [C:1]([N:9]1[CH2:10][CH2:11][CH:12]([C:15](=[O:17])[C:26]2[CH:25]=[CH:24][C:23]([F:22])=[CH:28][C:27]=2[F:29])[CH2:13][CH2:14]1)(=[O:8])[C:2]1[CH:3]=[CH:4][CH:5]=[CH:6][CH:7]=1. (7) Given the reactants [NH2:1][C:2]1[N:3]([CH3:24])[C:4](=[O:23])[C:5]2([C:15]3[C:10](=[CH:11][CH:12]=[C:13](Br)[CH:14]=3)[O:9][CH:8]([C:17]3[CH:22]=[CH:21][CH:20]=[CH:19][CH:18]=3)[CH2:7]2)[N:6]=1.[CH3:25][O:26][CH2:27][C:28]1[CH:33]=[CH:32][C:31](B(O)O)=[CH:30][CH:29]=1, predict the reaction product. The product is: [NH2:1][C:2]1[N:3]([CH3:24])[C:4](=[O:23])[C:5]2([C:15]3[C:10](=[CH:11][CH:12]=[C:13]([C:31]4[CH:32]=[CH:33][C:28]([CH2:27][O:26][CH3:25])=[CH:29][CH:30]=4)[CH:14]=3)[O:9][CH:8]([C:17]3[CH:22]=[CH:21][CH:20]=[CH:19][CH:18]=3)[CH2:7]2)[N:6]=1.